This data is from Catalyst prediction with 721,799 reactions and 888 catalyst types from USPTO. The task is: Predict which catalyst facilitates the given reaction. (1) Reactant: [NH:1]1[CH2:6][CH2:5][O:4][CH2:3][CH2:2]1.Cl.C(N=C=NCCCN(C)C)C.[CH3:19][O:20][C:21]1[C:22](=[O:50])[C:23]([CH3:49])=[C:24]([CH2:30][C:31]2[CH:32]=[CH:33][C:34]([O:40][C:41]3[CH:46]=[CH:45][CH:44]=[C:43]([O:47][CH3:48])[CH:42]=3)=[C:35]([CH:39]=2)[C:36](O)=[O:37])[C:25](=[O:29])[C:26]=1[O:27][CH3:28]. Product: [CH3:19][O:20][C:21]1[C:22](=[O:50])[C:23]([CH3:49])=[C:24]([CH2:30][C:31]2[CH:32]=[CH:33][C:34]([O:40][C:41]3[CH:46]=[CH:45][CH:44]=[C:43]([O:47][CH3:48])[CH:42]=3)=[C:35]([CH:39]=2)[C:36]([N:1]2[CH2:6][CH2:5][O:4][CH2:3][CH2:2]2)=[O:37])[C:25](=[O:29])[C:26]=1[O:27][CH3:28]. The catalyst class is: 2. (2) Reactant: [Br:1][C:2]1[CH:9]=[CH:8][C:7]([OH:10])=[CH:6][C:3]=1[C:4]#[N:5].C([O-])([O-])=O.[K+].[K+].I[CH:18]([CH3:20])[CH3:19]. Product: [Br:1][C:2]1[CH:9]=[CH:8][C:7]([O:10][CH:18]([CH3:20])[CH3:19])=[CH:6][C:3]=1[C:4]#[N:5]. The catalyst class is: 215.